Dataset: Forward reaction prediction with 1.9M reactions from USPTO patents (1976-2016). Task: Predict the product of the given reaction. (1) Given the reactants [Cl:1][C:2]1[CH:7]=[CH:6][CH:5]=[CH:4][C:3]=1I.[CH:9]([C:11]1[S:15][C:14](B(O)O)=[CH:13][CH:12]=1)=[O:10].C1C=CC(P(C2C=CC=CC=2)C2C=CC=CC=2)=CC=1.C(=O)([O-])[O-].[Na+].[Na+], predict the reaction product. The product is: [Cl:1][C:2]1[CH:7]=[CH:6][CH:5]=[CH:4][C:3]=1[C:14]1[S:15][C:11]([CH:9]=[O:10])=[CH:12][CH:13]=1. (2) Given the reactants Cl[C:2]1[N:3]=[C:4]([N:23]2[CH2:28][CH2:27][O:26][CH2:25][CH2:24]2)[C:5]2[N:11]=[C:10]([CH2:12][N:13]3[CH2:16][CH:15]([N:17]4[CH2:22][CH2:21][O:20][CH2:19][CH2:18]4)[CH2:14]3)[CH:9]=[CH:8][C:6]=2[N:7]=1.[CH3:29][O:30][C@H:31]([C:33]1[NH:37][C:36]2[CH:38]=[CH:39][CH:40]=[CH:41][C:35]=2[N:34]=1)[CH3:32], predict the reaction product. The product is: [CH3:29][O:30][C@H:31]([C:33]1[N:34]([C:2]2[N:3]=[C:4]([N:23]3[CH2:28][CH2:27][O:26][CH2:25][CH2:24]3)[C:5]3[N:11]=[C:10]([CH2:12][N:13]4[CH2:16][CH:15]([N:17]5[CH2:22][CH2:21][O:20][CH2:19][CH2:18]5)[CH2:14]4)[CH:9]=[CH:8][C:6]=3[N:7]=2)[C:35]2[CH:41]=[CH:40][CH:39]=[CH:38][C:36]=2[N:37]=1)[CH3:32].